From a dataset of Catalyst prediction with 721,799 reactions and 888 catalyst types from USPTO. Predict which catalyst facilitates the given reaction. Reactant: Cl.[CH3:2][O:3][C:4]([C@H:6]1[CH2:11][CH2:10][C@H:9]([CH2:12][NH2:13])[CH2:8][CH2:7]1)=[O:5].[C:14](OC(=O)C)(=[O:16])[CH3:15].Cl. Product: [CH3:2][O:3][C:4]([C@H:6]1[CH2:11][CH2:10][C@H:9]([CH2:12][NH:13][C:14](=[O:16])[CH3:15])[CH2:8][CH2:7]1)=[O:5]. The catalyst class is: 17.